This data is from Full USPTO retrosynthesis dataset with 1.9M reactions from patents (1976-2016). The task is: Predict the reactants needed to synthesize the given product. (1) Given the product [NH2:9][C:2]([CH3:1])([CH2:5][CH:6]([CH3:8])[CH3:7])[CH2:3][NH:4][C:21]([C:17]1[N:15]2[CH:16]=[C:11]([Cl:10])[CH:12]=[C:13]([O:24][CH2:25][C:26]3[C:27]([F:33])=[CH:28][CH:29]=[CH:30][C:31]=3[F:32])[C:14]2=[N:19][C:18]=1[CH3:20])=[O:22], predict the reactants needed to synthesize it. The reactants are: [CH3:1][C:2]([NH2:9])([CH2:5][CH:6]([CH3:8])[CH3:7])[CH2:3][NH2:4].[Cl:10][C:11]1[CH:12]=[C:13]([O:24][CH2:25][C:26]2[C:31]([F:32])=[CH:30][CH:29]=[CH:28][C:27]=2[F:33])[C:14]2[N:15]([C:17]([C:21](O)=[O:22])=[C:18]([CH3:20])[N:19]=2)[CH:16]=1.CN(C(ON1N=NC2C=CC=CC1=2)=[N+](C)C)C.[B-](F)(F)(F)F.CN1CCOCC1. (2) Given the product [Cl:1][C:2]1[N:3]=[CH:4][C:5]([C@H:8]2[CH2:12][CH2:11][CH2:10][C@H:9]2[S:13]([CH3:14])=[N:17][C:16]#[N:15])=[CH:6][CH:7]=1, predict the reactants needed to synthesize it. The reactants are: [Cl:1][C:2]1[CH:7]=[CH:6][C:5]([C@@H:8]2[CH2:12][CH2:11][CH2:10][C@@H:9]2[S:13][CH3:14])=[CH:4][N:3]=1.[N:15]#[C:16][NH2:17].C(O)(=O)C.C(O)(=O)C.IC1C=CC=CC=1.CO. (3) Given the product [Cl:21][C:20]1[C:15]2[C:14]([I:22])=[CH:13][N:12]([C@@H:9]3[CH2:10][CH2:11][C@H:6]([N:5]4[CH2:23][C:24](=[O:26])[N:29]([CH3:28])[CH2:2][C:3]4=[O:4])[CH2:7][CH2:8]3)[C:16]=2[N:17]=[CH:18][N:19]=1, predict the reactants needed to synthesize it. The reactants are: Cl[CH2:2][C:3]([N:5]([CH2:23][C:24]([O:26]C)=O)[C@H:6]1[CH2:11][CH2:10][C@@H:9]([N:12]2[C:16]3[N:17]=[CH:18][N:19]=[C:20]([Cl:21])[C:15]=3[C:14]([I:22])=[CH:13]2)[CH2:8][CH2:7]1)=[O:4].[CH3:28][NH2:29]. (4) Given the product [CH:1]1[CH:2]=[CH:3][C:4]2[S:9][N:8]=[C:7]([N:10]3[CH2:11][CH2:12][N:13]([CH2:16][CH2:17][C:18]4[CH:19]=[C:20]5[CH2:28][C:26](=[O:27])[NH:25][C:21]5=[CH:22][C:23]=4[Cl:24])[CH2:14][CH2:15]3)[C:5]=2[CH:6]=1, predict the reactants needed to synthesize it. The reactants are: [CH:1]1[CH:2]=[CH:3][C:4]2[S:9][N:8]=[C:7]([N:10]3[CH2:15][CH2:14][N:13]([CH2:16][CH2:17][C:18]4[CH:19]=[C:20]5[CH2:28][C:26](=[O:27])[NH:25][C:21]5=[CH:22][C:23]=4[Cl:24])[CH2:12][CH2:11]3)[C:5]=2[CH:6]=1.Cl.ClCCC1C=C2C(=CC=1Cl)NC(=O)C2.S1C2C=CC=CC=2C(N2CCNCC2)=N1.